Dataset: Forward reaction prediction with 1.9M reactions from USPTO patents (1976-2016). Task: Predict the product of the given reaction. (1) Given the reactants [NH2:1][C@H:2]1[CH2:6][C:5]2([CH2:11][CH2:10][N:9]([C:12]3[C:21]4[C:16](=[CH:17][CH:18]=[C:19]([O:22][CH3:23])[N:20]=4)[N:15]=[CH:14][C:13]=3[F:24])[CH2:8][CH2:7]2)[CH2:4][C@H:3]1[OH:25].[O-]S([O-])(=O)=O.[Na+].[Na+].[O:33]=[C:34]1[CH2:39][S:38][C:37]2[CH:40]=[CH:41][C:42]([CH:44]=O)=[N:43][C:36]=2[NH:35]1.[BH-](OC(C)=O)(OC(C)=O)OC(C)=O.[Na+], predict the reaction product. The product is: [F:24][C:13]1[CH:14]=[N:15][C:16]2[C:21]([C:12]=1[N:9]1[CH2:10][CH2:11][C:5]3([CH2:6][C@H:2]([NH:1][CH2:44][C:42]4[CH:41]=[CH:40][C:37]5[S:38][CH2:39][C:34](=[O:33])[NH:35][C:36]=5[N:43]=4)[C@H:3]([OH:25])[CH2:4]3)[CH2:7][CH2:8]1)=[N:20][C:19]([O:22][CH3:23])=[CH:18][CH:17]=2. (2) Given the reactants [Br:1][C:2]1[C:10]([CH3:11])=[CH:9][CH:8]=[C:7]2[C:3]=1[C:4]([NH2:12])=[N:5][NH:6]2.CC1(C)OC(=O)[CH:17]([C:21]([CH:23]2[CH2:28][CH2:27][N:26]([C:29]([O:31][C:32]([CH3:35])([CH3:34])[CH3:33])=[O:30])[CH2:25][CH2:24]2)=O)[C:16](=O)[O:15]1.P([O-])([O-])([O-])=O.[K+].[K+].[K+], predict the reaction product. The product is: [Br:1][C:2]1[C:3]2[C:7]([CH:8]=[CH:9][C:10]=1[CH3:11])=[N:6][N:5]1[C:21]([CH:23]3[CH2:28][CH2:27][N:26]([C:29]([O:31][C:32]([CH3:35])([CH3:34])[CH3:33])=[O:30])[CH2:25][CH2:24]3)=[CH:17][C:16](=[O:15])[NH:12][C:4]=21. (3) Given the reactants Cl.[NH:2]1[CH2:7][CH2:6][CH2:5][CH:4]([C:8]2[CH:23]=[CH:22][C:11]([O:12][C:13]3[CH:21]=[CH:20][C:16]([C:17]([NH2:19])=[O:18])=[CH:15][N:14]=3)=[CH:10][CH:9]=2)[CH2:3]1.[CH2:24]=O.[BH4-].[Na+], predict the reaction product. The product is: [NH3:2].[CH3:24][N:2]1[CH2:7][CH2:6][CH2:5][CH:4]([C:8]2[CH:9]=[CH:10][C:11]([O:12][C:13]3[CH:21]=[CH:20][C:16]([C:17]([NH2:19])=[O:18])=[CH:15][N:14]=3)=[CH:22][CH:23]=2)[CH2:3]1. (4) Given the reactants C([O:4][CH2:5][CH2:6][C:7]1[CH:59]=[CH:58][C:10]([CH2:11][C:12]2[CH:13]=[C:14]([C@H:19]3[C@H:24]([O:25][CH2:26][C:27]4[CH:32]=[CH:31][CH:30]=[CH:29][CH:28]=4)[C@@H:23]([O:33][CH2:34][C:35]4[CH:40]=[CH:39][CH:38]=[CH:37][CH:36]=4)[C@H:22]([O:41][CH2:42][C:43]4[CH:48]=[CH:47][CH:46]=[CH:45][CH:44]=4)[C@@H:21]([CH2:49][O:50][CH2:51][C:52]4[CH:57]=[CH:56][CH:55]=[CH:54][CH:53]=4)[O:20]3)[CH:15]=[CH:16][C:17]=2[Cl:18])=[CH:9][CH:8]=1)C=C.C([O-])(=O)C.[Na+], predict the reaction product. The product is: [Cl:18][C:17]1[CH:16]=[CH:15][C:14]([C@H:19]2[C@H:24]([O:25][CH2:26][C:27]3[CH:32]=[CH:31][CH:30]=[CH:29][CH:28]=3)[C@@H:23]([O:33][CH2:34][C:35]3[CH:40]=[CH:39][CH:38]=[CH:37][CH:36]=3)[C@H:22]([O:41][CH2:42][C:43]3[CH:44]=[CH:45][CH:46]=[CH:47][CH:48]=3)[C@@H:21]([CH2:49][O:50][CH2:51][C:52]3[CH:53]=[CH:54][CH:55]=[CH:56][CH:57]=3)[O:20]2)=[CH:13][C:12]=1[CH2:11][C:10]1[CH:9]=[CH:8][C:7]([CH2:6][CH2:5][OH:4])=[CH:59][CH:58]=1. (5) Given the reactants CN(C=O)C.Br[C:7]1[C:11]([C:12]([F:15])([F:14])[F:13])=[N:10][N:9]([C:16]2[N:21]=[CH:20][CH:19]=[CH:18][N:17]=2)[C:8]=1[NH2:22].[Cl:23][C:24]1[CH:25]=[C:26](B(O)O)[CH:27]=[CH:28][C:29]=1[O:30][CH:31]([CH3:33])[CH3:32].C(=O)([O-])[O-].[Na+].[Na+], predict the reaction product. The product is: [Cl:23][C:24]1[CH:25]=[C:26]([C:7]2[C:11]([C:12]([F:15])([F:14])[F:13])=[N:10][N:9]([C:16]3[N:21]=[CH:20][CH:19]=[CH:18][N:17]=3)[C:8]=2[NH2:22])[CH:27]=[CH:28][C:29]=1[O:30][CH:31]([CH3:33])[CH3:32]. (6) Given the reactants [N:1]1[CH:6]=[CH:5][CH:4]=[CH:3][C:2]=1[N:7]([CH2:29][CH2:30][C:31]([O:33][CH2:34][CH3:35])=[O:32])[C:8]([C:10]1[CH:28]=[CH:27][C:13]2[N:14]([CH3:26])[C:15]([CH2:17][NH:18]C(OC(C)(C)C)=O)=[N:16][C:12]=2[CH:11]=1)=[O:9].[F:36][C:37]([F:42])([F:41])[C:38]([OH:40])=[O:39], predict the reaction product. The product is: [F:36][C:37]([F:42])([F:41])[C:38]([OH:40])=[O:39].[N:1]1[CH:6]=[CH:5][CH:4]=[CH:3][C:2]=1[N:7]([CH2:29][CH2:30][C:31]([O:33][CH2:34][CH3:35])=[O:32])[C:8]([C:10]1[CH:28]=[CH:27][C:13]2[N:14]([CH3:26])[C:15]([CH2:17][NH2:18])=[N:16][C:12]=2[CH:11]=1)=[O:9].